From a dataset of Reaction yield outcomes from USPTO patents with 853,638 reactions. Predict the reaction yield, written as a fraction of the theoretical maximum amount of product (1.0 means a 100% yield; for example, 0.34 means a 34% yield). (1) The reactants are Cl[CH2:2][C:3]1[N:12]([C:13]2[CH:18]=[CH:17][CH:16]=[CH:15][C:14]=2[Cl:19])[C:11](=[O:20])[C:10]2[C:5](=[CH:6][CH:7]=[CH:8][C:9]=2[F:21])[N:4]=1.[N:22]1[C:30]([NH2:31])=[C:29]2[C:25]([N:26]=[CH:27][NH:28]2)=[N:24][CH:23]=1.C([O-])([O-])=O.[K+].[K+]. The product is [NH2:31][C:30]1[N:22]=[CH:23][N:24]=[C:25]2[C:29]=1[N:28]=[CH:27][N:26]2[CH2:2][C:3]1[N:12]([C:13]2[CH:18]=[CH:17][CH:16]=[CH:15][C:14]=2[Cl:19])[C:11](=[O:20])[C:10]2[C:5](=[CH:6][CH:7]=[CH:8][C:9]=2[F:21])[N:4]=1. The catalyst is CN(C=O)C. The yield is 0.640. (2) The yield is 0.870. The product is [F:11][C:8]1[CH:7]=[CH:6][C:5]([CH:3]([OH:4])[CH:2]([NH:1][C:33]([C:23]2[C:32]3[C:27](=[CH:28][CH:29]=[CH:30][CH:31]=3)[CH:26]=[CH:25][CH:24]=2)=[O:34])[CH2:12][C:13]2[CH:18]=[CH:17][CH:16]=[C:15]([C:19]([F:22])([F:20])[F:21])[CH:14]=2)=[CH:10][CH:9]=1. The catalyst is C(OCC)(=O)C.O. The reactants are [NH2:1][CH:2]([CH2:12][C:13]1[CH:18]=[CH:17][CH:16]=[C:15]([C:19]([F:22])([F:21])[F:20])[CH:14]=1)[CH:3]([C:5]1[CH:10]=[CH:9][C:8]([F:11])=[CH:7][CH:6]=1)[OH:4].[C:23]1([C:33](Cl)=[O:34])[C:32]2[C:27](=[CH:28][CH:29]=[CH:30][CH:31]=2)[CH:26]=[CH:25][CH:24]=1.C(=O)([O-])O.[Na+]. (3) The reactants are [OH:1][C@@H:2]([C:8]([N:10]1[CH2:15][CH2:14][N:13]([C:16]2[C:25]3[C:20](=[CH:21][C:22]([CH3:26])=[CH:23][CH:24]=3)[N:19]=[C:18]([C:27]3[CH:32]=[CH:31][CH:30]=[CH:29][C:28]=3[OH:33])[N:17]=2)[CH2:12][CH2:11]1)=[O:9])[CH2:3][C:4]([O:6]C)=[O:5].O[Li].O. The catalyst is C1COCC1.O. The product is [OH:1][C@@H:2]([C:8]([N:10]1[CH2:11][CH2:12][N:13]([C:16]2[C:25]3[C:20](=[CH:21][C:22]([CH3:26])=[CH:23][CH:24]=3)[N:19]=[C:18]([C:27]3[CH:32]=[CH:31][CH:30]=[CH:29][C:28]=3[OH:33])[N:17]=2)[CH2:14][CH2:15]1)=[O:9])[CH2:3][C:4]([OH:6])=[O:5]. The yield is 0.880. (4) The reactants are [C:1]([N:4]1[CH2:9][CH2:8][N:7]([C:10]2[CH:11]=[CH:12][C:13]([CH2:16][CH2:17][C:18]3[CH:23]=[CH:22][C:21]([CH2:24]O)=[CH:20][CH:19]=3)=[N:14][CH:15]=2)[CH2:6][CH2:5]1)(=[O:3])[CH3:2].S(Cl)([Cl:28])=O. The catalyst is ClCCl. The product is [C:1]([N:4]1[CH2:9][CH2:8][N:7]([C:10]2[CH:15]=[N:14][C:13]([CH2:16][CH2:17][C:18]3[CH:23]=[CH:22][C:21]([CH2:24][Cl:28])=[CH:20][CH:19]=3)=[CH:12][CH:11]=2)[CH2:6][CH2:5]1)(=[O:3])[CH3:2]. The yield is 0.981. (5) The product is [CH3:20][O:19][C:16]1[CH:17]=[C:18]2[C:13](=[CH:14][C:15]=1[O:21][CH3:22])[N:12]=[CH:11][N:10]=[C:9]2[O:8][C:6]1[CH:7]=[CH:2][C:3]([O:56][CH2:53][CH2:59][CH2:52][O:51][C:45]2[CH:44]=[CH:43][CH:48]=[CH:47][C:46]=2[O:49][CH3:50])=[CH:4][CH:5]=1. The reactants are Cl[C:2]1[CH:7]=[C:6]([O:8][C:9]2[C:18]3[C:13](=[CH:14][C:15]([O:21][CH3:22])=[C:16]([O:19][CH3:20])[CH:17]=3)[N:12]=[CH:11][N:10]=2)[CH:5]=[CH:4][C:3]=1NC(=O)OCC1C=CC(OC)=C(OC)C=1.ClC1[C:48]2[C:43](=[CH:44][C:45]([O:51][CH3:52])=[C:46]([O:49][CH3:50])[CH:47]=2)N=CN=1.[C:53](=[O:56])([O-])O.[Na+].Cl[C:59]1C=CC=CC=1. The yield is 0.370. No catalyst specified. (6) The reactants are [C:1]([C:5]1[C:13]2[C:8](=[CH:9][CH:10]=[C:11]([N+:14]([O-])=O)[CH:12]=2)[NH:7][CH:6]=1)([CH3:4])([CH3:3])[CH3:2]. The catalyst is CO.[Ni]. The product is [C:1]([C:5]1[C:13]2[C:8](=[CH:9][CH:10]=[C:11]([NH2:14])[CH:12]=2)[NH:7][CH:6]=1)([CH3:4])([CH3:2])[CH3:3]. The yield is 0.190. (7) The reactants are [Br:1][C:2]1[C:3]([F:21])=[C:4]([C:8]([CH3:20])=[C:9]([N:11]([CH2:18][CH3:19])[CH:12]2[CH2:17][CH2:16][O:15][CH2:14][CH2:13]2)[CH:10]=1)[C:5]([OH:7])=O.C1CN([P+](ON2N=NC3C=CC=CC2=3)(N2CCCC2)N2CCCC2)CC1.F[P-](F)(F)(F)(F)F.C(N(C(C)C)C(C)C)C.[NH2:64][CH2:65][C:66]1[C:67](=[O:74])[NH:68][C:69]([CH3:73])=[CH:70][C:71]=1[CH3:72]. The catalyst is CN(C)C=O.CCOC(C)=O. The product is [Br:1][C:2]1[C:3]([F:21])=[C:4]([C:8]([CH3:20])=[C:9]([N:11]([CH2:18][CH3:19])[CH:12]2[CH2:17][CH2:16][O:15][CH2:14][CH2:13]2)[CH:10]=1)[C:5]([NH:64][CH2:65][C:66]1[C:67](=[O:74])[NH:68][C:69]([CH3:73])=[CH:70][C:71]=1[CH3:72])=[O:7]. The yield is 0.410.